This data is from hERG potassium channel inhibition data for cardiac toxicity prediction from Karim et al.. The task is: Regression/Classification. Given a drug SMILES string, predict its toxicity properties. Task type varies by dataset: regression for continuous values (e.g., LD50, hERG inhibition percentage) or binary classification for toxic/non-toxic outcomes (e.g., AMES mutagenicity, cardiotoxicity, hepatotoxicity). Dataset: herg_karim. (1) The compound is O=C(NC1CCN(Cc2ccc3c(c2)OCO3)CC1)C1=CC(=O)c2ccc(OC(F)F)cc2C1. The result is 1 (blocker). (2) The drug is O=C(NCCO)c1ccccc1Oc1ncc(Cl)cc1NS(=O)(=O)c1ccc(Cl)c(Cl)c1. The result is 0 (non-blocker).